Dataset: Full USPTO retrosynthesis dataset with 1.9M reactions from patents (1976-2016). Task: Predict the reactants needed to synthesize the given product. (1) Given the product [CH:32]1([CH2:35][N:14]2[CH2:13][CH2:12][C:11]3[C:16](=[CH:17][CH:18]=[CH:19][C:10]=3[CH2:9][NH:8][C:6](=[O:7])[N:5]([CH2:4][CH2:3][N:2]([CH3:31])[CH3:1])[CH2:20][C:21]3[CH:26]=[CH:25][CH:24]=[CH:23][C:22]=3[C:27]([F:30])([F:28])[F:29])[CH2:15]2)[CH2:34][CH2:33]1, predict the reactants needed to synthesize it. The reactants are: [CH3:1][N:2]([CH3:31])[CH2:3][CH2:4][N:5]([CH2:20][C:21]1[CH:26]=[CH:25][CH:24]=[CH:23][C:22]=1[C:27]([F:30])([F:29])[F:28])[C:6]([NH:8][CH2:9][C:10]1[CH:19]=[CH:18][CH:17]=[C:16]2[C:11]=1[CH2:12][CH2:13][NH:14][CH2:15]2)=[O:7].[CH:32]1([CH:35]=O)[CH2:34][CH2:33]1.[BH3-]C#N.[Na+].C([O-])(O)=O.[Na+]. (2) Given the product [Br:8][C:9]1[CH:10]=[CH:11][C:12]2[O:16][C:15](=[O:17])[N:14]([CH2:5][CH2:4][N:3]([CH3:7])[CH3:2])[C:13]=2[CH:18]=1, predict the reactants needed to synthesize it. The reactants are: Cl.[CH3:2][N:3]([CH3:7])[CH2:4][CH2:5]Cl.[Br:8][C:9]1[CH:10]=[CH:11][C:12]2[O:16][C:15](=[O:17])[NH:14][C:13]=2[CH:18]=1.C(=O)([O-])[O-].[K+].[K+]. (3) Given the product [Cl:1][C:2]1[CH:3]=[CH:4][C:5]([N:8]2[CH2:13][CH2:12][N:11]([S:14]([CH2:17][CH:18]([NH:55][OH:56])[CH2:19][CH2:20][C:21]3[N:26]=[CH:25][C:24]([F:27])=[CH:23][N:22]=3)(=[O:16])=[O:15])[CH2:10][CH2:9]2)=[N:6][CH:7]=1, predict the reactants needed to synthesize it. The reactants are: [Cl:1][C:2]1[CH:3]=[CH:4][C:5]([N:8]2[CH2:13][CH2:12][N:11]([S:14](/[CH:17]=[CH:18]/[CH2:19][CH2:20][C:21]3[N:26]=[CH:25][C:24]([F:27])=[CH:23][N:22]=3)(=[O:16])=[O:15])[CH2:10][CH2:9]2)=[N:6][CH:7]=1.ClC1C=CC(N2CCN(S(/C=C\CCC3N=CC(F)=CN=3)(=O)=O)CC2)=NC=1.[NH2:55][OH:56].